Dataset: NCI-60 drug combinations with 297,098 pairs across 59 cell lines. Task: Regression. Given two drug SMILES strings and cell line genomic features, predict the synergy score measuring deviation from expected non-interaction effect. (1) Drug 1: CS(=O)(=O)C1=CC(=C(C=C1)C(=O)NC2=CC(=C(C=C2)Cl)C3=CC=CC=N3)Cl. Synergy scores: CSS=10.0, Synergy_ZIP=-1.71, Synergy_Bliss=0.313, Synergy_Loewe=-3.18, Synergy_HSA=-3.06. Drug 2: C1C(C(OC1N2C=NC(=NC2=O)N)CO)O. Cell line: NCI-H226. (2) Drug 1: CCC1=CC2CC(C3=C(CN(C2)C1)C4=CC=CC=C4N3)(C5=C(C=C6C(=C5)C78CCN9C7C(C=CC9)(C(C(C8N6C)(C(=O)OC)O)OC(=O)C)CC)OC)C(=O)OC.C(C(C(=O)O)O)(C(=O)O)O. Drug 2: CN(C)C1=NC(=NC(=N1)N(C)C)N(C)C. Cell line: M14. Synergy scores: CSS=23.8, Synergy_ZIP=0.826, Synergy_Bliss=-0.497, Synergy_Loewe=-50.9, Synergy_HSA=-3.07. (3) Drug 1: CC1CCC2CC(C(=CC=CC=CC(CC(C(=O)C(C(C(=CC(C(=O)CC(OC(=O)C3CCCCN3C(=O)C(=O)C1(O2)O)C(C)CC4CCC(C(C4)OC)O)C)C)O)OC)C)C)C)OC. Drug 2: CCC1=C2CN3C(=CC4=C(C3=O)COC(=O)C4(CC)O)C2=NC5=C1C=C(C=C5)O. Cell line: UO-31. Synergy scores: CSS=22.9, Synergy_ZIP=-6.99, Synergy_Bliss=0.980, Synergy_Loewe=-29.4, Synergy_HSA=2.57. (4) Drug 1: CNC(=O)C1=CC=CC=C1SC2=CC3=C(C=C2)C(=NN3)C=CC4=CC=CC=N4. Drug 2: COCCOC1=C(C=C2C(=C1)C(=NC=N2)NC3=CC=CC(=C3)C#C)OCCOC.Cl. Cell line: A549. Synergy scores: CSS=22.1, Synergy_ZIP=5.21, Synergy_Bliss=9.29, Synergy_Loewe=11.1, Synergy_HSA=11.3. (5) Drug 1: CCC(=C(C1=CC=CC=C1)C2=CC=C(C=C2)OCCN(C)C)C3=CC=CC=C3.C(C(=O)O)C(CC(=O)O)(C(=O)O)O. Drug 2: CCN(CC)CCNC(=O)C1=C(NC(=C1C)C=C2C3=C(C=CC(=C3)F)NC2=O)C. Cell line: OVCAR-8. Synergy scores: CSS=0.407, Synergy_ZIP=0.302, Synergy_Bliss=-0.380, Synergy_Loewe=0.500, Synergy_HSA=-0.0797. (6) Drug 1: COC1=NC(=NC2=C1N=CN2C3C(C(C(O3)CO)O)O)N. Drug 2: C1=NNC2=C1C(=O)NC=N2. Cell line: A549. Synergy scores: CSS=-3.17, Synergy_ZIP=2.31, Synergy_Bliss=1.32, Synergy_Loewe=-2.25, Synergy_HSA=-2.48.